This data is from Full USPTO retrosynthesis dataset with 1.9M reactions from patents (1976-2016). The task is: Predict the reactants needed to synthesize the given product. (1) The reactants are: Cl.[Cl:2][C:3]1[CH:4]=[C:5]([NH:9]N)[CH:6]=[CH:7][CH:8]=1.Br[CH2:12][CH2:13][CH:14]1[CH2:19][CH2:18][CH2:17][CH2:16][CH2:15]1.C(N(CC)CC)C.Cl.[CH3:28][N:29]1[CH2:34][CH2:33][C:32](=O)[CH2:31][CH2:30]1. Given the product [Cl:2][C:3]1[C:4]2[C:31]3[CH2:30][N:29]([CH3:28])[CH2:34][CH2:33][C:32]=3[N:9]([CH2:12][CH2:13][CH:14]3[CH2:19][CH2:18][CH2:17][CH2:16][CH2:15]3)[C:5]=2[CH:6]=[CH:7][CH:8]=1.[Cl:2][C:3]1[CH:8]=[CH:7][C:6]2[C:31]3[CH2:30][N:29]([CH3:28])[CH2:34][CH2:33][C:32]=3[N:9]([CH2:12][CH2:13][CH:14]3[CH2:19][CH2:18][CH2:17][CH2:16][CH2:15]3)[C:5]=2[CH:4]=1, predict the reactants needed to synthesize it. (2) Given the product [Cl:19][C:17]1[CH:16]=[CH:15][C:14]2[N:8]([CH2:7][C:6]([CH3:52])([CH3:53])[CH2:5][OH:4])[C:9](=[O:51])[C@@H:10]([CH2:30][C:31]([NH:33][C:34]3[S:35][C:36]([CH2:45][CH2:46][C:47]([OH:49])=[O:48])=[C:37]([C:39]4[CH:44]=[CH:43][CH:42]=[CH:41][CH:40]=4)[N:38]=3)=[O:32])[O:11][C@H:12]([C:20]3[CH:25]=[CH:24][CH:23]=[C:22]([O:26][CH3:27])[C:21]=3[O:28][CH3:29])[C:13]=2[CH:18]=1, predict the reactants needed to synthesize it. The reactants are: C([O:4][CH2:5][C:6]([CH3:53])([CH3:52])[CH2:7][N:8]1[C:14]2[CH:15]=[CH:16][C:17]([Cl:19])=[CH:18][C:13]=2[C@@H:12]([C:20]2[CH:25]=[CH:24][CH:23]=[C:22]([O:26][CH3:27])[C:21]=2[O:28][CH3:29])[O:11][C@H:10]([CH2:30][C:31]([NH:33][C:34]2[S:35][C:36]([CH2:45][CH2:46][C:47]([O:49]C)=[O:48])=[C:37]([C:39]3[CH:44]=[CH:43][CH:42]=[CH:41][CH:40]=3)[N:38]=2)=[O:32])[C:9]1=[O:51])(=O)C.[OH-].[Na+].Cl. (3) The reactants are: [Br:1][C:2]1[CH:11]=[C:10]2[C:5]([C:6](=[O:19])[C:7](I)=[C:8]([C:12]3[CH:17]=[CH:16][CH:15]=[CH:14][CH:13]=3)[O:9]2)=[CH:4][CH:3]=1.[C:20]([O:24][C:25](=[O:46])[NH:26][C:27]1([C:31]2[CH:36]=[CH:35][C:34](B3OC(C)(C)C(C)(C)O3)=[CH:33][CH:32]=2)[CH2:30][CH2:29][CH2:28]1)([CH3:23])([CH3:22])[CH3:21].C(=O)([O-])[O-].[Na+].[Na+].O. Given the product [C:20]([O:24][C:25](=[O:46])[NH:26][C:27]1([C:31]2[CH:32]=[CH:33][C:34]([C:7]3[C:6](=[O:19])[C:5]4[C:10](=[CH:11][C:2]([Br:1])=[CH:3][CH:4]=4)[O:9][C:8]=3[C:12]3[CH:17]=[CH:16][CH:15]=[CH:14][CH:13]=3)=[CH:35][CH:36]=2)[CH2:28][CH2:29][CH2:30]1)([CH3:23])([CH3:21])[CH3:22], predict the reactants needed to synthesize it. (4) Given the product [Cl:42][CH2:43][CH2:44][CH2:45][C:46]([C-:2]1[CH:6]=[CH:5][CH:4]=[CH:3]1)=[O:47].[CH-:7]1[CH:11]=[CH:10][CH:9]=[CH:8]1.[Fe+2:12], predict the reactants needed to synthesize it. The reactants are: [SiH3][C-:2]1[CH:6]=[CH:5][CH:4]=[CH:3]1.[CH-:7]1[CH:11]=[CH:10][CH:9]=[CH:8]1.[Fe+2:12].C[SiH](C)CCCC[C-]1C=CC=C1.[CH-]1C=CC=C1.[Fe+2].[CH-]1C=CC=C1.[CH-]1C=CC=C1.[Fe+2].[Cl:42][CH2:43][CH2:44][CH2:45][C:46](Cl)=[O:47]. (5) Given the product [C:1]([O:5][C:6]([NH:8][C@H:9]([C:24]([O:26][CH3:27])=[O:25])[CH2:10][C:11]1[C:19]2[C:14](=[CH:15][CH:16]=[CH:17][CH:18]=2)[N:13]([CH2:20][CH2:21][CH2:22][CH3:23])[CH:12]=1)=[O:7])([CH3:2])([CH3:3])[CH3:4], predict the reactants needed to synthesize it. The reactants are: [C:1]([O:5][C:6]([NH:8][C@H:9]([C:24]([OH:26])=[O:25])[CH2:10][C:11]1[C:19]2[C:14](=[CH:15][CH:16]=[CH:17][CH:18]=2)[N:13]([CH2:20][CH2:21][CH2:22][CH3:23])[CH:12]=1)=[O:7])([CH3:4])([CH3:3])[CH3:2].[C:27](=O)([O-])[O-].[K+].[K+].IC.